Task: Predict which catalyst facilitates the given reaction.. Dataset: Catalyst prediction with 721,799 reactions and 888 catalyst types from USPTO (1) Reactant: [Cl:1][C:2]1[CH:3]=[C:4]([C:9]2[O:15][C:12]([CH:13]=O)=[CH:11][CH:10]=2)[CH:5]=[CH:6][C:7]=1[Cl:8].[N+:16]([CH3:19])([O-])=O.C([O-])(=O)C.[NH4+]. Product: [Cl:1][C:2]1[CH:3]=[C:4]([C:9]2[O:15][C:12](/[CH:13]=[CH:19]/[NH2:16])=[CH:11][CH:10]=2)[CH:5]=[CH:6][C:7]=1[Cl:8]. The catalyst class is: 15. (2) Reactant: [Cl:1][C:2]1[CH:3]=[CH:4][CH:5]=[C:6]2[C:11]=1[CH:10]=[N:9][C:8]([OH:12])=[CH:7]2.C(N(CC)CC)C.[F:20][C:21]([F:34])([F:33])[S:22](O[S:22]([C:21]([F:34])([F:33])[F:20])(=[O:24])=[O:23])(=[O:24])=[O:23]. Product: [Cl:1][C:2]1[CH:3]=[CH:4][CH:5]=[C:6]2[C:11]=1[CH:10]=[N:9][C:8]([O:12][S:22]([C:21]([F:34])([F:33])[F:20])(=[O:24])=[O:23])=[CH:7]2. The catalyst class is: 2. (3) Reactant: [CH3:1][C:2]1([CH3:18])[C:6]([CH3:8])([CH3:7])[O:5][B:4]([C:9]2[CH:10]=[C:11]3[CH:17]=[CH:16][NH:15][C:12]3=[N:13][CH:14]=2)[O:3]1.[H-].[Na+].Cl[CH2:22][O:23][CH2:24][CH2:25][Si:26]([CH3:29])([CH3:28])[CH3:27].Cl. Product: [CH3:8][C:6]1([CH3:7])[C:2]([CH3:18])([CH3:1])[O:3][B:4]([C:9]2[CH:10]=[C:11]3[CH:17]=[CH:16][N:15]([CH2:22][O:23][CH2:24][CH2:25][Si:26]([CH3:29])([CH3:28])[CH3:27])[C:12]3=[N:13][CH:14]=2)[O:5]1. The catalyst class is: 30. (4) Reactant: C(S([C:11]1[C:12]2[CH:19]=[CH:18][N:17]([C@H:20]3[CH2:36][C@@H:23]4[O:24][CH:25]([C:28]5[CH:33]=[CH:32][C:31]([O:34][CH3:35])=[CH:30][CH:29]=5)[O:26][CH2:27][C@@H:22]4[CH2:21]3)[C:13]=2[N:14]=[CH:15][N:16]=1)(=O)=O)C1C=CC=CC=1.[NH2:37][C@H:38]1[C:46]2[C:41](=[CH:42][CH:43]=[CH:44][CH:45]=2)[CH2:40][CH2:39]1.CCN(C(C)C)C(C)C. Product: [C@H:38]1([NH:37][C:11]2[C:12]3[CH:19]=[CH:18][N:17]([C@H:20]4[CH2:36][C@@H:23]5[O:24][CH:25]([C:28]6[CH:33]=[CH:32][C:31]([O:34][CH3:35])=[CH:30][CH:29]=6)[O:26][CH2:27][C@@H:22]5[CH2:21]4)[C:13]=3[N:14]=[CH:15][N:16]=2)[C:46]2[C:41](=[CH:42][CH:43]=[CH:44][CH:45]=2)[CH2:40][CH2:39]1. The catalyst class is: 8. (5) Reactant: C(OC([N:8]([C:16]1[O:17][CH2:18][C:19]2([N:40]=1)[C:28]1([CH2:31][O:30][CH2:29]1)[CH2:27][O:26][C:25]1[C:20]2=[CH:21][C:22]([C:32]2[CH:37]=[CH:36][CH:35]=[C:34]([O:38][CH3:39])[N:33]=2)=[CH:23][CH:24]=1)C(OC(C)(C)C)=O)=O)(C)(C)C.CC1C=CC(S(O)(=O)=O)=CC=1.O. Product: [CH3:39][O:38][C:34]1[N:33]=[C:32]([C:22]2[CH:21]=[C:20]3[C:25](=[CH:24][CH:23]=2)[O:26][CH2:27][C:28]2([CH2:29][O:30][CH2:31]2)[C:19]23[CH2:18][O:17][C:16]([NH2:8])=[N:40]2)[CH:37]=[CH:36][CH:35]=1. The catalyst class is: 23.